Dataset: Full USPTO retrosynthesis dataset with 1.9M reactions from patents (1976-2016). Task: Predict the reactants needed to synthesize the given product. (1) Given the product [CH3:27][S:28]([C:31]1[CH:36]=[C:35]([C:2]2[CH:3]=[CH:4][C:5]([C:8]3[N:12]([C:13]4[CH:18]=[CH:17][CH:16]=[CH:15][C:14]=4[C:19]([F:22])([F:21])[F:20])[N:11]=[C:10]([C:23]([OH:26])([CH3:24])[CH3:25])[CH:9]=3)=[CH:6][CH:7]=2)[CH:34]=[CH:33][CH:32]=1)(=[O:30])=[O:29], predict the reactants needed to synthesize it. The reactants are: Br[C:2]1[CH:7]=[CH:6][C:5]([C:8]2[N:12]([C:13]3[CH:18]=[CH:17][CH:16]=[CH:15][C:14]=3[C:19]([F:22])([F:21])[F:20])[N:11]=[C:10]([C:23]([OH:26])([CH3:25])[CH3:24])[CH:9]=2)=[CH:4][CH:3]=1.[CH3:27][S:28]([C:31]1[CH:32]=[C:33](B(O)O)[CH:34]=[CH:35][CH:36]=1)(=[O:30])=[O:29].C([O-])([O-])=O.[K+].[K+]. (2) Given the product [Cl:1][C:2]1[C:11]2[N:10]=[C:9]([CH:12]([CH3:13])[CH3:14])[C:8]([CH2:15][C:16]3[CH:21]=[CH:20][C:19]([N:22]4[CH:26]=[CH:25][CH:24]=[N:23]4)=[CH:18][CH:17]=3)=[C:7]([CH3:27])[C:6]=2[C:5]([OH:28])=[CH:4][CH:3]=1, predict the reactants needed to synthesize it. The reactants are: [Cl:1][C:2]1[C:11]2[N:10]=[C:9]([C:12]([CH3:14])=[CH2:13])[C:8]([CH2:15][C:16]3[CH:21]=[CH:20][C:19]([N:22]4[CH:26]=[CH:25][CH:24]=[N:23]4)=[CH:18][CH:17]=3)=[C:7]([CH3:27])[C:6]=2[C:5]([OH:28])=[CH:4][CH:3]=1.C(OCC)(=O)C. (3) Given the product [F:1][C:2]1[CH:3]=[C:4]([C:9]2[CH:14]=[CH:13][CH:12]=[CH:11][CH:10]=2)[CH:5]=[C:6]([F:8])[C:7]=1[C:41]([OH:43])=[O:42], predict the reactants needed to synthesize it. The reactants are: [F:1][C:2]1[CH:3]=[C:4]([C:9]2[CH:14]=[CH:13][CH:12]=[CH:11][CH:10]=2)[CH:5]=[C:6]([F:8])[CH:7]=1.[Li]N1C(C)(C)CCCC1(C)C.[Li]CCCC.CC1CCCN(C)C1(C)C.[C:41](=[O:43])=[O:42].[OH-].[Na+]. (4) The reactants are: [NH2:1][C:2]1[C:7]([C:8]#[N:9])=[C:6]([NH:10][C@H:11]([C:13]2[N:18]=[C:17]3[CH:19]=[CH:20][N:21]([CH3:22])[C:16]3=[CH:15][C:14]=2[C:23]2[N:27]([CH3:28])[N:26]=[CH:25][CH:24]=2)[CH3:12])[N:5]=[C:4](SC)[N:3]=1.O[O:32][S:33]([O-:35])=O.[K+].[C:37](#N)C. Given the product [NH2:1][C:2]1[C:7]([C:8]#[N:9])=[C:6]([NH:10][C@H:11]([C:13]2[N:18]=[C:17]3[CH:19]=[CH:20][N:21]([CH3:22])[C:16]3=[CH:15][C:14]=2[C:23]2[N:27]([CH3:28])[N:26]=[CH:25][CH:24]=2)[CH3:12])[N:5]=[C:4]([S:33]([CH3:37])(=[O:35])=[O:32])[N:3]=1, predict the reactants needed to synthesize it. (5) Given the product [CH3:24][C:20]1[C:14]2[C:13](=[O:22])[O:21][C:6](=[O:7])[NH:16][C:15]=2[CH:17]=[CH:18][CH:19]=1, predict the reactants needed to synthesize it. The reactants are: C1N=CN([C:6](N2C=NC=C2)=[O:7])C=1.[C:13]([OH:22])(=[O:21])[C:14]1[C:15](=[CH:17][CH:18]=[CH:19][CH:20]=1)[NH2:16].O1CCOC[CH2:24]1. (6) The reactants are: [Br:1][C:2]1[C:7]([CH3:8])=[CH:6][C:5]([OH:9])=[CH:4][C:3]=1[CH3:10].[C:11](=O)([O-])[O-].[K+].[K+].CI. Given the product [Br:1][C:2]1[C:7]([CH3:8])=[CH:6][C:5]([O:9][CH3:11])=[CH:4][C:3]=1[CH3:10], predict the reactants needed to synthesize it. (7) Given the product [Cl:28][CH:29]([F:33])[C:30]([NH:21][C@@H:19]([CH3:20])[C@H:18]([O:17][C:13]1[CH:12]=[C:11]2[C:16](=[CH:15][CH:14]=1)[N:8]([C:5]1[CH:4]=[CH:3][C:2]([F:1])=[CH:7][CH:6]=1)[N:9]=[CH:10]2)[C:22]1[CH:23]=[CH:24][CH:25]=[CH:26][CH:27]=1)=[O:31], predict the reactants needed to synthesize it. The reactants are: [F:1][C:2]1[CH:7]=[CH:6][C:5]([N:8]2[C:16]3[C:11](=[CH:12][C:13]([O:17][C@@H:18]([C:22]4[CH:27]=[CH:26][CH:25]=[CH:24][CH:23]=4)[C@H:19]([NH2:21])[CH3:20])=[CH:14][CH:15]=3)[CH:10]=[N:9]2)=[CH:4][CH:3]=1.[Cl:28][CH:29]([F:33])[C:30](Cl)=[O:31].